From a dataset of Forward reaction prediction with 1.9M reactions from USPTO patents (1976-2016). Predict the product of the given reaction. (1) Given the reactants [F:1][C:2]1[CH:7]=[CH:6][C:5]([N:8]=[C:9]=S)=[CH:4][CH:3]=1.[NH:11]([C:13](=[O:37])[C:14]([NH:16][C:17]1[CH:18]=[CH:19][C:20]([O:23][CH:24]2[CH2:29][CH2:28][CH:27]([C:30]([O:32][C:33]([CH3:36])([CH3:35])[CH3:34])=[O:31])[CH2:26][CH2:25]2)=[N:21][CH:22]=1)=[O:15])[NH2:12].Cl.CN(C)CCCN=C=NCC, predict the reaction product. The product is: [F:1][C:2]1[CH:7]=[CH:6][C:5]([NH:8][C:9]2[O:37][C:13]([C:14]([NH:16][C:17]3[CH:18]=[CH:19][C:20]([O:23][CH:24]4[CH2:29][CH2:28][CH:27]([C:30]([O:32][C:33]([CH3:36])([CH3:35])[CH3:34])=[O:31])[CH2:26][CH2:25]4)=[N:21][CH:22]=3)=[O:15])=[N:11][N:12]=2)=[CH:4][CH:3]=1. (2) Given the reactants C([O:8][C:9]1[CH:36]=[CH:35][C:12]([O:13][CH2:14][CH2:15][CH2:16][C:17]2[CH:34]=[CH:33][C:20]([O:21][CH2:22][C:23]3[CH:32]=[CH:31][CH:30]=[CH:29][C:24]=3[C:25]([O:27][CH3:28])=[O:26])=[CH:19][CH:18]=2)=[CH:11][CH:10]=1)C1C=CC=CC=1.CSC.B(F)(F)F.CCOCC.CCOC(C)=O, predict the reaction product. The product is: [OH:8][C:9]1[CH:10]=[CH:11][C:12]([O:13][CH2:14][CH2:15][CH2:16][C:17]2[CH:34]=[CH:33][C:20]([O:21][CH2:22][C:23]3[CH:32]=[CH:31][CH:30]=[CH:29][C:24]=3[C:25]([O:27][CH3:28])=[O:26])=[CH:19][CH:18]=2)=[CH:35][CH:36]=1. (3) Given the reactants F[C:2]1[CH:9]=[CH:8][C:5]([CH:6]=[O:7])=[CH:4][CH:3]=1.[F:10][C:11]1[CH:12]=[C:13]([OH:18])[CH:14]=[CH:15][C:16]=1[F:17].C([O-])([O-])=O.[K+].[K+], predict the reaction product. The product is: [F:10][C:11]1[CH:12]=[C:13]([CH:14]=[CH:15][C:16]=1[F:17])[O:18][C:2]1[CH:9]=[CH:8][C:5]([CH:6]=[O:7])=[CH:4][CH:3]=1. (4) Given the reactants [Br:1][C:2]1[CH:3]=[CH:4][C:5]([F:14])=[C:6]([C:8]2[CH:9]=[N:10][CH:11]=[CH:12][CH:13]=2)[CH:7]=1.C(OO)(=[O:17])C.OO, predict the reaction product. The product is: [Br:1][C:2]1[CH:3]=[CH:4][C:5]([F:14])=[C:6]([C:8]2[CH:9]=[N+:10]([O-:17])[CH:11]=[CH:12][CH:13]=2)[CH:7]=1.